Dataset: Forward reaction prediction with 1.9M reactions from USPTO patents (1976-2016). Task: Predict the product of the given reaction. (1) Given the reactants C(N(CC)[CH2:4][CH2:5][O:6][C:7]1[CH:12]=[CH:11][C:10]([C:13](=[O:17])[CH2:14][CH2:15][CH3:16])=[CH:9][CH:8]=1)C.[I:20][CH2:21][CH2:22][O:23][CH2:24][CH2:25][O:26]CCI, predict the reaction product. The product is: [I:20][CH2:21][CH2:22][O:23][CH2:24][CH2:25][O:26][CH2:4][CH2:5][O:6][C:7]1[CH:8]=[CH:9][C:10]([C:13](=[O:17])[CH2:14][CH2:15][CH3:16])=[CH:11][CH:12]=1. (2) Given the reactants [CH2:1]1N2CN3CN(C2)CN1C3.C[C:12]1[CH:17]=[C:16]([CH2:18][CH2:19][CH3:20])[CH:15]=C[C:13]=1[OH:21].Cl.F[C:24](F)(F)[C:25]([OH:27])=O, predict the reaction product. The product is: [OH:27][C:25]1[C:24]([CH3:1])=[CH:15][C:16]([CH2:18][CH2:19][CH3:20])=[CH:17][C:12]=1[CH:13]=[O:21]. (3) Given the reactants [F:1][C:2]([F:29])([F:28])[C:3]1[C:11]2[N:10]=[C:9]([CH2:12][CH:13]3[CH2:16][N:15](C(OC(C)(C)C)=O)[CH2:14]3)[NH:8][C:7]=2[CH:6]=[C:5]([C:24]([F:27])([F:26])[F:25])[CH:4]=1.FC(F)(F)C(O)=O, predict the reaction product. The product is: [NH:15]1[CH2:14][CH:13]([CH2:12][C:9]2[NH:8][C:7]3[CH:6]=[C:5]([C:24]([F:27])([F:25])[F:26])[CH:4]=[C:3]([C:2]([F:1])([F:28])[F:29])[C:11]=3[N:10]=2)[CH2:16]1. (4) The product is: [CH3:63][O:62][C:38]1[CH:37]=[CH:36][C:35]([CH2:40][CH2:45][NH:24][C:15]2[CH:14]=[CH:13][C:6]3[C:7](=[O:12])[NH:8][C:9]4[C:4]([C:5]=3[CH:16]=2)=[CH:3][CH:2]=[CH:11][N:10]=4)=[CH:34][CH:39]=1. Given the reactants Cl[C:2]1[CH:3]=[C:4]2[C:9](=[N:10][CH:11]=1)[NH:8][C:7](=[O:12])[C:6]1[CH:13]=[CH:14][CH:15]=[CH:16][C:5]2=1.COC1C=CC(C[NH2:24])=CC=1.C1(P(C2CCCCC2)[C:34]2[CH:39]=[CH:38][CH:37]=[CH:36][C:35]=2[C:40]2[C:45](C(C)C)=CC(C(C)C)=CC=2C(C)C)CCCCC1.[Na].[O-:62][CH2:63]CCC, predict the reaction product. (5) Given the reactants [ClH:1].N[CH2:3][CH:4]([CH3:9])[C:5]([O:7][CH3:8])=[O:6].[NH2:10][CH2:11][CH:12]1CC(C(O)=O)C1, predict the reaction product. The product is: [ClH:1].[NH2:10][CH2:11][CH:12]1[CH2:9][CH:4]([C:5]([O:7][CH3:8])=[O:6])[CH2:3]1.